Dataset: Catalyst prediction with 721,799 reactions and 888 catalyst types from USPTO. Task: Predict which catalyst facilitates the given reaction. (1) Reactant: [C:1]([O:4][CH2:5][C:6]1[CH:11]=[CH:10][C:9]([O:12][CH2:13][CH2:14][O:15][C:16](=[O:18])[CH3:17])=[CH:8][N:7]=1)(=[O:3])[CH3:2].ClC1C=CC=C(C(OO)=[O:27])C=1.C(=O)(O)[O-].[Na+]. Product: [C:1]([O:4][CH2:5][C:6]1[CH:11]=[CH:10][C:9]([O:12][CH2:13][CH2:14][O:15][C:16](=[O:18])[CH3:17])=[CH:8][N+:7]=1[O-:27])(=[O:3])[CH3:2]. The catalyst class is: 4. (2) Reactant: [N:1]1[CH:6]=[CH:5][C:4]([C:7]2[C:8]([C:12]3[CH:17]=[CH:16][C:15]([C:18]#[C:19][C:20]4[CH:29]=[CH:28][C:27]5[C:22](=[CH:23][CH:24]=[CH:25][CH:26]=5)[N:21]=4)=[CH:14][CH:13]=3)=[N:9][NH:10][CH:11]=2)=[CH:3][CH:2]=1.C([O-])([O-])=O.[Cs+].[Cs+].Br[CH2:37][CH3:38]. Product: [CH2:37]([N:10]1[CH:11]=[C:7]([C:4]2[CH:5]=[CH:6][N:1]=[CH:2][CH:3]=2)[C:8]([C:12]2[CH:17]=[CH:16][C:15]([C:18]#[C:19][C:20]3[CH:29]=[CH:28][C:27]4[C:22](=[CH:23][CH:24]=[CH:25][CH:26]=4)[N:21]=3)=[CH:14][CH:13]=2)=[N:9]1)[CH3:38]. The catalyst class is: 499. (3) Reactant: [C:1]12([CH2:11][NH:12][C:13]([C:15]3[C:20]([Cl:21])=[CH:19][N:18]=[C:17]([CH2:22][CH2:23][CH2:24][N:25]([CH2:33][CH2:34][CH2:35][O:36][Si](C(C)(C)C)(C)C)C(=O)OC(C)(C)C)[CH:16]=3)=[O:14])[CH2:10][CH:5]3[CH2:6][CH:7]([CH2:9][CH:3]([CH2:4]3)[CH2:2]1)[CH2:8]2. Product: [ClH:21].[ClH:21].[C:1]12([CH2:11][NH:12][C:13](=[O:14])[C:15]3[C:20]([Cl:21])=[CH:19][N:18]=[C:17]([CH2:22][CH2:23][CH2:24][NH:25][CH2:33][CH2:34][CH2:35][OH:36])[CH:16]=3)[CH2:8][CH:7]3[CH2:9][CH:3]([CH2:4][CH:5]([CH2:6]3)[CH2:10]1)[CH2:2]2. The catalyst class is: 89. (4) Reactant: [CH2:1]([O:8][C:9]1[C:13]2([CH2:18][CH2:17][N:16]([O:19][CH3:20])[CH2:15][CH2:14]2)[NH:12][C:11](=[O:21])[C:10]=1[C:22]1[C:27]([CH3:28])=[CH:26][C:25]([CH3:29])=[CH:24][C:23]=1[CH3:30])[C:2]1[CH:7]=[CH:6][CH:5]=[CH:4][CH:3]=1.Br[CH2:32][CH:33]1[CH2:35][CH2:34]1.CC(C)([O-])C.[K+]. Product: [CH2:1]([O:8][C:9]1[C:13]2([CH2:14][CH2:15][N:16]([O:19][CH3:20])[CH2:17][CH2:18]2)[N:12]([CH2:32][CH:33]2[CH2:35][CH2:34]2)[C:11](=[O:21])[C:10]=1[C:22]1[C:23]([CH3:30])=[CH:24][C:25]([CH3:29])=[CH:26][C:27]=1[CH3:28])[C:2]1[CH:7]=[CH:6][CH:5]=[CH:4][CH:3]=1. The catalyst class is: 12. (5) Reactant: [Cl:1][C:2]1[CH:3]=[C:4](/[CH:9]=[CH:10]/[C:11]([N:13]2[CH2:19][CH2:18][C:17](=[O:20])[N:16]([CH2:21][CH2:22][C:23]([OH:25])=O)[CH2:15][CH2:14]2)=[O:12])[CH:5]=[CH:6][C:7]=1[Cl:8].[OH:26][CH:27]1[CH2:32][CH2:31][NH:30][CH2:29][CH2:28]1.CCN=C=NCCCN(C)C. Product: [Cl:1][C:2]1[CH:3]=[C:4](/[CH:9]=[CH:10]/[C:11]([N:13]2[CH2:19][CH2:18][C:17](=[O:20])[N:16]([CH2:21][CH2:22][C:23]([N:30]3[CH2:31][CH2:32][CH:27]([OH:26])[CH2:28][CH2:29]3)=[O:25])[CH2:15][CH2:14]2)=[O:12])[CH:5]=[CH:6][C:7]=1[Cl:8]. The catalyst class is: 4. (6) Reactant: [CH2:1]([O:8][CH2:9][N:10]1[C:14]([C:15]2[CH:20]=[CH:19][C:18]([O:21][CH:22]([F:24])[F:23])=[C:17]([O:25][CH:26]3[CH2:28][CH2:27]3)[CH:16]=2)=[C:13]([CH2:29][C:30]2[CH:35]=[CH:34][CH:33]=[C:32]([C:36]([O:38]C(C)(C)C)=[O:37])[CH:31]=2)[C:12]([C:43]([O:45][CH2:46][CH3:47])=[O:44])=[C:11]1[CH:48]=[O:49])[C:2]1[CH:7]=[CH:6][CH:5]=[CH:4][CH:3]=1.FC(F)(F)C(O)=O. Product: [CH2:1]([O:8][CH2:9][N:10]1[C:14]([C:15]2[CH:20]=[CH:19][C:18]([O:21][CH:22]([F:23])[F:24])=[C:17]([O:25][CH:26]3[CH2:28][CH2:27]3)[CH:16]=2)=[C:13]([CH2:29][C:30]2[CH:35]=[CH:34][CH:33]=[C:32]([C:36]([OH:38])=[O:37])[CH:31]=2)[C:12]([C:43]([O:45][CH2:46][CH3:47])=[O:44])=[C:11]1[CH:48]=[O:49])[C:2]1[CH:7]=[CH:6][CH:5]=[CH:4][CH:3]=1. The catalyst class is: 4. (7) The catalyst class is: 1. Reactant: [C:1]([O:4][CH2:5][C@H:6]1[CH2:11][C@@H:10]([O:12][C:13](=[O:15])[CH3:14])[CH2:9][CH2:8][C@@:7]1([C@H:17]1[CH2:25][CH2:24][C@@:23]2([CH3:26])[C@@H:19]([CH2:20][C@H:21]([O:28][C:29](=[O:31])[CH3:30])[C:22]2=[CH2:27])[C@@H:18]1[CH2:32][N:33]=[N+]=[N-])[CH3:16])(=[O:3])[CH3:2].C1(P(C2C=CC=CC=2)C2C=CC=CC=2)C=CC=CC=1.O. Product: [NH4+:33].[OH-:3].[C:1]([O:4][CH2:5][C@H:6]1[CH2:11][C@@H:10]([O:12][C:13](=[O:15])[CH3:14])[CH2:9][CH2:8][C@@:7]1([C@H:17]1[CH2:25][CH2:24][C@@:23]2([CH3:26])[C@@H:19]([CH2:20][C@H:21]([O:28][C:29](=[O:31])[CH3:30])[C:22]2=[CH2:27])[C@@H:18]1[CH2:32][NH2:33])[CH3:16])(=[O:3])[CH3:2].